From a dataset of Full USPTO retrosynthesis dataset with 1.9M reactions from patents (1976-2016). Predict the reactants needed to synthesize the given product. (1) Given the product [C:13]([O:17][C:18]1[CH:19]=[CH:20][C:21]([N:24]2[C:29](=[O:30])[C:28]([CH2:31][C:32]3[CH:33]=[CH:34][C:35]([C:38]4[CH:43]=[CH:42][CH:41]=[CH:40][C:39]=4[C:44]4[NH:3][C:4](=[O:7])[O:5][N:45]=4)=[CH:36][CH:37]=3)=[C:27]([CH2:46][CH2:47][CH3:48])[N:26]=[C:25]2[CH2:49][CH3:50])=[CH:22][CH:23]=1)([CH3:16])([CH3:15])[CH3:14], predict the reactants needed to synthesize it. The reactants are: [Cl-].O[NH3+:3].[C:4](=[O:7])([O-])[OH:5].[Na+].CS(C)=O.[C:13]([O:17][C:18]1[CH:23]=[CH:22][C:21]([N:24]2[C:29](=[O:30])[C:28]([CH2:31][C:32]3[CH:37]=[CH:36][C:35]([C:38]4[C:39]([C:44]#[N:45])=[CH:40][CH:41]=[CH:42][CH:43]=4)=[CH:34][CH:33]=3)=[C:27]([CH2:46][CH2:47][CH3:48])[N:26]=[C:25]2[CH2:49][CH3:50])=[CH:20][CH:19]=1)([CH3:16])([CH3:15])[CH3:14]. (2) Given the product [F:1][C:2]1[CH:3]=[CH:4][C:5]([CH2:8][N:9]([CH:10]2[CH2:15][CH2:14][N:13]([C:16]([O:18][C:19]([CH3:22])([CH3:21])[CH3:20])=[O:17])[CH2:12][CH2:11]2)[C:41](=[O:42])[CH2:40][C:37]2[CH:38]=[CH:39][C:34]([O:33][CH3:32])=[CH:35][CH:36]=2)=[CH:6][CH:7]=1, predict the reactants needed to synthesize it. The reactants are: [F:1][C:2]1[CH:7]=[CH:6][C:5]([CH2:8][NH:9][CH:10]2[CH2:15][CH2:14][N:13]([C:16]([O:18][C:19]([CH3:22])([CH3:21])[CH3:20])=[O:17])[CH2:12][CH2:11]2)=[CH:4][CH:3]=1.C(N(C(C)C)CC)(C)C.[CH3:32][O:33][C:34]1[CH:39]=[CH:38][C:37]([CH2:40][C:41](Cl)=[O:42])=[CH:36][CH:35]=1.O.